From a dataset of Full USPTO retrosynthesis dataset with 1.9M reactions from patents (1976-2016). Predict the reactants needed to synthesize the given product. Given the product [NH2:2][CH2:1][CH:3]([CH2:7][C:8]1[CH:13]=[CH:12][CH:11]=[C:10]([O:14][CH3:15])[N:9]=1)[C:4]([O:6][CH3:19])=[O:5], predict the reactants needed to synthesize it. The reactants are: [C:1](/[C:3](=[CH:7]\[C:8]1[CH:13]=[CH:12][CH:11]=[C:10]([O:14][CH3:15])[N:9]=1)/[C:4]([O-:6])=[O:5])#[N:2].[BH4-].[Na+].Cl.[CH3:19]O.